Dataset: Reaction yield outcomes from USPTO patents with 853,638 reactions. Task: Predict the reaction yield, written as a fraction of the theoretical maximum amount of product (1.0 means a 100% yield; for example, 0.34 means a 34% yield). The reactants are [F:1][C:2]1[CH:3]=[C:4]([NH:23]C(=O)C)[CH:5]=[CH:6][C:7]=1[O:8][C:9]1[CH:14]=[CH:13][N:12]=[C:11]([NH:15][C:16]2[CH:21]=[CH:20][C:19]([F:22])=[CH:18][CH:17]=2)[CH:10]=1.Cl. The catalyst is CO. The product is [NH2:23][C:4]1[CH:5]=[CH:6][C:7]([O:8][C:9]2[CH:14]=[CH:13][N:12]=[C:11]([NH:15][C:16]3[CH:17]=[CH:18][C:19]([F:22])=[CH:20][CH:21]=3)[CH:10]=2)=[C:2]([F:1])[CH:3]=1. The yield is 0.880.